Dataset: Full USPTO retrosynthesis dataset with 1.9M reactions from patents (1976-2016). Task: Predict the reactants needed to synthesize the given product. Given the product [F:1][C:2]1[CH:24]=[CH:23][CH:22]=[CH:21][C:3]=1[O:4][C:5]1[C:18](=[O:19])[N:17]([CH3:20])[C:8]2[N:9]=[C:10]([NH:33][CH2:32][CH2:31][N:25]3[CH2:30][CH2:29][CH2:28][CH2:27][CH2:26]3)[N:11]=[CH:12][C:7]=2[CH:6]=1, predict the reactants needed to synthesize it. The reactants are: [F:1][C:2]1[CH:24]=[CH:23][CH:22]=[CH:21][C:3]=1[O:4][C:5]1[C:18](=[O:19])[N:17]([CH3:20])[C:8]2[N:9]=[C:10](S(C)(=O)=O)[N:11]=[CH:12][C:7]=2[CH:6]=1.[N:25]1([CH2:31][CH2:32][NH2:33])[CH2:30][CH2:29][CH2:28][CH2:27][CH2:26]1.